From a dataset of NCI-60 drug combinations with 297,098 pairs across 59 cell lines. Regression. Given two drug SMILES strings and cell line genomic features, predict the synergy score measuring deviation from expected non-interaction effect. (1) Drug 1: CNC(=O)C1=NC=CC(=C1)OC2=CC=C(C=C2)NC(=O)NC3=CC(=C(C=C3)Cl)C(F)(F)F. Drug 2: C1=NC2=C(N1)C(=S)N=CN2. Cell line: MOLT-4. Synergy scores: CSS=68.0, Synergy_ZIP=-0.286, Synergy_Bliss=-0.164, Synergy_Loewe=-16.9, Synergy_HSA=3.41. (2) Drug 1: CC1C(C(CC(O1)OC2CC(CC3=C2C(=C4C(=C3O)C(=O)C5=C(C4=O)C(=CC=C5)OC)O)(C(=O)C)O)N)O.Cl. Drug 2: CN(CC1=CN=C2C(=N1)C(=NC(=N2)N)N)C3=CC=C(C=C3)C(=O)NC(CCC(=O)O)C(=O)O. Cell line: PC-3. Synergy scores: CSS=32.8, Synergy_ZIP=-5.00, Synergy_Bliss=-7.75, Synergy_Loewe=-12.2, Synergy_HSA=-6.34. (3) Drug 1: CC12CCC3C(C1CCC2=O)CC(=C)C4=CC(=O)C=CC34C. Drug 2: C1CN(CCN1C(=O)CCBr)C(=O)CCBr. Cell line: HCC-2998. Synergy scores: CSS=30.9, Synergy_ZIP=-3.13, Synergy_Bliss=-5.67, Synergy_Loewe=-4.35, Synergy_HSA=-3.52. (4) Drug 1: C1=CC(=CC=C1CCCC(=O)O)N(CCCl)CCCl. Drug 2: C1=NC(=NC(=O)N1C2C(C(C(O2)CO)O)O)N. Cell line: MDA-MB-231. Synergy scores: CSS=22.1, Synergy_ZIP=-4.35, Synergy_Bliss=-2.00, Synergy_Loewe=-1.83, Synergy_HSA=-1.68. (5) Drug 1: CC1C(C(CC(O1)OC2CC(CC3=C2C(=C4C(=C3O)C(=O)C5=C(C4=O)C(=CC=C5)OC)O)(C(=O)C)O)N)O.Cl. Drug 2: C1=NC(=NC(=O)N1C2C(C(C(O2)CO)O)O)N. Cell line: SR. Synergy scores: CSS=70.2, Synergy_ZIP=-5.65, Synergy_Bliss=-6.31, Synergy_Loewe=-3.47, Synergy_HSA=-2.01.